This data is from Full USPTO retrosynthesis dataset with 1.9M reactions from patents (1976-2016). The task is: Predict the reactants needed to synthesize the given product. (1) Given the product [C:25]([O:24][C:22]([N:8]([C:6]([O:5][C:1]([CH3:2])([CH3:4])[CH3:3])=[O:7])[C@H:9]([C:17]([O:19][CH2:20][CH3:21])=[O:18])[CH2:10][CH2:11][CH:12]=[O:13])=[O:23])([CH3:28])([CH3:26])[CH3:27], predict the reactants needed to synthesize it. The reactants are: [C:1]([O:5][C:6]([N:8]([C:22]([O:24][C:25]([CH3:28])([CH3:27])[CH3:26])=[O:23])[C@H:9]([C:17]([O:19][CH2:20][CH3:21])=[O:18])[CH2:10][CH2:11][C:12](OCC)=[O:13])=[O:7])([CH3:4])([CH3:3])[CH3:2].CC(C[Al]CC(C)C)C.O. (2) Given the product [CH:19]([O:18][CH:12]([CH2:11][C:5]1[CH:6]=[CH:7][C:8]([O:9][CH3:10])=[C:3]([CH2:2][O:1][C:31]([NH:30][C:27]2[CH:26]=[CH:25][C:24]([C:23]([F:22])([F:33])[F:34])=[CH:29][CH:28]=2)=[O:32])[CH:4]=1)[C:13]([OH:15])=[O:14])([CH3:20])[CH3:21], predict the reactants needed to synthesize it. The reactants are: [OH:1][CH2:2][C:3]1[CH:4]=[C:5]([CH2:11][CH:12]([O:18][CH:19]([CH3:21])[CH3:20])[C:13]([O:15]CC)=[O:14])[CH:6]=[CH:7][C:8]=1[O:9][CH3:10].[F:22][C:23]([F:34])([F:33])[C:24]1[CH:29]=[CH:28][C:27]([N:30]=[C:31]=[O:32])=[CH:26][CH:25]=1. (3) The reactants are: [CH3:1][C:2]1([CH3:18])[C:11]2[C:6](=[CH:7][C:8]([N+:12]([O-])=O)=[CH:9][CH:10]=2)[N:5]([C:15](=[O:17])[CH3:16])[CH2:4][CH2:3]1. Given the product [NH2:12][C:8]1[CH:7]=[C:6]2[C:11]([C:2]([CH3:18])([CH3:1])[CH2:3][CH2:4][N:5]2[C:15](=[O:17])[CH3:16])=[CH:10][CH:9]=1, predict the reactants needed to synthesize it. (4) Given the product [CH2:1]([O:8][C:9](=[O:28])[NH:10][CH2:11][CH2:12][CH2:13][CH2:14][CH2:15][C:16](=[O:27])[N:17]([C:18]1[CH:23]=[C:22]([C:24]#[N:25])[CH:21]=[CH:20][C:19]=1[NH2:26])[CH2:32][CH2:33][CH3:34])[C:2]1[CH:7]=[CH:6][CH:5]=[CH:4][CH:3]=1, predict the reactants needed to synthesize it. The reactants are: [CH2:1]([O:8][C:9](=[O:28])[NH:10][CH2:11][CH2:12][CH2:13][CH2:14][CH2:15][C:16](=[O:27])[NH:17][C:18]1[CH:23]=[C:22]([C:24]#[N:25])[CH:21]=[CH:20][C:19]=1[NH2:26])[C:2]1[CH:7]=[CH:6][CH:5]=[CH:4][CH:3]=1.[H-].[Na+].I[CH2:32][CH2:33][CH3:34].O.